Predict the product of the given reaction. From a dataset of Forward reaction prediction with 1.9M reactions from USPTO patents (1976-2016). (1) The product is: [CH:10]1[C:11]2[N:12]([C:18]3[CH:19]=[CH:20][CH:21]=[CH:22][C:17]=3[C:16]([O:15][CH3:14])=[O:24])[C:13]3[C:5](=[CH:4][CH:3]=[CH:2][CH:1]=3)[C:6]=2[CH:7]=[CH:8][CH:9]=1. Given the reactants [CH:1]1[C:13]2[NH:12][C:11]3[C:6](=[CH:7][CH:8]=[CH:9][CH:10]=3)[C:5]=2[CH:4]=[CH:3][CH:2]=1.[CH3:14][O:15][C:16](=[O:24])[C:17]1[CH:22]=[CH:21][CH:20]=[CH:19][C:18]=1Br.C([O-])([O-])=O.[K+].[K+].[O-]S([O-])(=O)=O.[Na+].[Na+].[N+](C1C=CC=CC=1)([O-])=O, predict the reaction product. (2) Given the reactants C[O:2][C:3](=O)[CH2:4][C:5]1[C:10]([N+:11]([O-])=O)=[CH:9][CH:8]=[CH:7][C:6]=1[N+:14]([O-:16])=[O:15].O.C(OCC)(=O)C, predict the reaction product. The product is: [N+:14]([C:6]1[C:5]2[C:10]([CH:9]=[CH:8][CH:7]=1)=[N:11][C:3](=[O:2])[CH:4]=2)([O-:16])=[O:15]. (3) Given the reactants [Cl:1][C:2]1[C:38]([CH3:39])=[CH:37][C:5]([O:6][CH2:7][CH2:8][CH2:9][C:10]2[C:18]3[C:13](=[C:14]([C:19]4[C:20]([CH3:25])=[N:21][NH:22][C:23]=4[CH3:24])[CH:15]=[CH:16][CH:17]=3)[N:12]([CH2:26][C:27]3[CH:28]=[C:29]([CH:33]=[CH:34][CH:35]=3)[C:30]([OH:32])=[O:31])[C:11]=2[CH3:36])=[CH:4][C:3]=1[CH3:40].C(=O)([O-])[O-].[Cs+].[Cs+].Br.Br[CH2:49][C:50]1[CH:51]=[N:52][CH:53]=[CH:54][CH:55]=1, predict the reaction product. The product is: [Cl:1][C:2]1[C:38]([CH3:39])=[CH:37][C:5]([O:6][CH2:7][CH2:8][CH2:9][C:10]2[C:18]3[C:13](=[C:14]([C:19]4[C:23]([CH3:24])=[N:22][N:21]([CH2:49][C:50]5[CH:51]=[N:52][CH:53]=[CH:54][CH:55]=5)[C:20]=4[CH3:25])[CH:15]=[CH:16][CH:17]=3)[N:12]([CH2:26][C:27]3[CH:28]=[C:29]([CH:33]=[CH:34][CH:35]=3)[C:30]([OH:32])=[O:31])[C:11]=2[CH3:36])=[CH:4][C:3]=1[CH3:40]. (4) Given the reactants [NH:1]1[C:9]2[C:4](=[CH:5][CH:6]=[CH:7][CH:8]=2)[C:3]2([C:18]3[C:13](=[CH:14][C:15]4[O:21][CH2:20][CH2:19][C:16]=4[CH:17]=3)[O:12][CH2:11][CH2:10]2)[C:2]1=[O:22].CC(C)=O.Br[CH2:28][C:29]1[O:30][C:31]([C:34]([F:37])([F:36])[F:35])=[CH:32][CH:33]=1.BrCC1CCCCO1, predict the reaction product. The product is: [F:35][C:34]([F:37])([F:36])[C:31]1[O:30][C:29]([CH2:28][N:1]2[C:9]3[C:4](=[CH:5][CH:6]=[CH:7][CH:8]=3)[C:3]3([C:18]4[C:13](=[CH:14][C:15]5[O:21][CH2:20][CH2:19][C:16]=5[CH:17]=4)[O:12][CH2:11][CH2:10]3)[C:2]2=[O:22])=[CH:33][CH:32]=1.